Dataset: Reaction yield outcomes from USPTO patents with 853,638 reactions. Task: Predict the reaction yield, written as a fraction of the theoretical maximum amount of product (1.0 means a 100% yield; for example, 0.34 means a 34% yield). The reactants are FC(F)(F)S(O[C:7]1[CH:12]=[CH:11][C:10]([CH2:13][O:14][C:15]2([CH3:18])[CH2:17][CH2:16]2)=[C:9]([CH:19]([CH3:21])[CH3:20])[CH:8]=1)(=O)=O.[CH3:24][Si:25]([C:28]#[CH:29])([CH3:27])[CH3:26]. The catalyst is C(N(CC)CC)C.CN(C=O)C.Cl[Pd](Cl)([P](C1C=CC=CC=1)(C1C=CC=CC=1)C1C=CC=CC=1)[P](C1C=CC=CC=1)(C1C=CC=CC=1)C1C=CC=CC=1. The product is [CH:19]([C:9]1[CH:8]=[C:7]([C:29]#[C:28][Si:25]([CH3:27])([CH3:26])[CH3:24])[CH:12]=[CH:11][C:10]=1[CH2:13][O:14][C:15]1([CH3:18])[CH2:17][CH2:16]1)([CH3:21])[CH3:20]. The yield is 0.990.